This data is from Forward reaction prediction with 1.9M reactions from USPTO patents (1976-2016). The task is: Predict the product of the given reaction. (1) The product is: [NH:1]([C:17]([O:19][C:20]([CH3:21])([CH3:22])[CH3:23])=[O:18])[C@H:2]([C:7]([NH:24][C@H:25]([C:31]([O:33][C:34]([CH3:37])([CH3:36])[CH3:35])=[O:32])[CH2:26][CH2:27][C:28](=[O:29])[OH:30])=[O:9])[CH2:3][CH:4]([CH3:5])[CH3:6]. Given the reactants [NH:1]([C:17]([O:19][C:20]([CH3:23])([CH3:22])[CH3:21])=[O:18])[C@H:2]([C:7]([O:9]N1C(=O)CCC1=O)=O)[CH2:3][CH:4]([CH3:6])[CH3:5].[NH2:24][C@H:25]([C:31]([O:33][C:34]([CH3:37])([CH3:36])[CH3:35])=[O:32])[CH2:26][CH2:27][C:28](=[O:30])[OH:29].CN1CCOCC1, predict the reaction product. (2) Given the reactants [F:1][C:2]1[CH:7]=[CH:6][C:5]([O:8][CH3:9])=[CH:4][C:3]=1[C:10]1[CH:15]=[CH:14][C:13]([C:16]([O:18][CH3:19])=[O:17])=[CH:12][C:11]=1I.CN(C=O)C.[CH3:26][C@:27]12[C:33]([CH3:35])([CH3:34])[C@H:30]([CH2:31][CH2:32]1)[CH:29]=[C:28]2B(O)O.C(=O)([O-])[O-].[K+].[K+], predict the reaction product. The product is: [F:1][C:2]1[CH:7]=[CH:6][C:5]([O:8][CH3:9])=[CH:4][C:3]=1[C:10]1[CH:15]=[CH:14][C:13]([C:16]([O:18][CH3:19])=[O:17])=[CH:12][C:11]=1[C:28]1[C@@:27]2([CH3:26])[C:33]([CH3:35])([CH3:34])[C@@H:30]([CH:29]=1)[CH2:31][CH2:32]2. (3) Given the reactants [C:1]([O:5][C:6](=[O:34])[C:7]1[CH:12]=[C:11]([O:13]CC2C=CC=CC=2)[C:10]([CH2:21][C:22]2([CH3:25])[CH2:24][O:23]2)=[C:9]([O:26]CC2C=CC=CC=2)[CH:8]=1)([CH3:4])([CH3:3])[CH3:2].CCN(CC)CC, predict the reaction product. The product is: [C:1]([O:5][C:6]([C:7]1[CH:12]=[C:11]([OH:13])[C:10]2[CH2:21][C:22]([CH2:24][OH:23])([CH3:25])[O:26][C:9]=2[CH:8]=1)=[O:34])([CH3:3])([CH3:2])[CH3:4]. (4) Given the reactants [H-].[Al+3].[Li+].[H-].[H-].[H-].[F:7][C:8]1[CH:13]=[CH:12][C:11]([CH:14]([CH2:19][CH:20]=[CH2:21])[C:15]([NH:17][CH3:18])=O)=[CH:10][CH:9]=1.O.[OH-].[Na+], predict the reaction product. The product is: [F:7][C:8]1[CH:9]=[CH:10][C:11]([CH:14]([CH2:19][CH:20]=[CH2:21])[CH2:15][NH:17][CH3:18])=[CH:12][CH:13]=1. (5) Given the reactants Br[C:2]1[CH:7]=[CH:6][C:5]([C:8]([N:10]2[CH2:15][CH2:14][N:13]([C:16]3[C:21]([CH3:22])=[CH:20][C:19]([CH:23]4[CH2:25][CH2:24]4)=[CH:18][N:17]=3)[CH2:12][CH2:11]2)=[O:9])=[C:4]([F:26])[CH:3]=1.[CH3:27][N:28]1[C:32](=[O:33])[CH2:31][NH:30][C:29]1=[O:34], predict the reaction product. The product is: [CH:23]1([C:19]2[CH:20]=[C:21]([CH3:22])[C:16]([N:13]3[CH2:14][CH2:15][N:10]([C:8]([C:5]4[CH:6]=[CH:7][C:2]([N:30]5[CH2:31][C:32](=[O:33])[N:28]([CH3:27])[C:29]5=[O:34])=[CH:3][C:4]=4[F:26])=[O:9])[CH2:11][CH2:12]3)=[N:17][CH:18]=2)[CH2:25][CH2:24]1. (6) Given the reactants [OH:1][CH2:2][CH:3]1[NH:8][CH2:7][CH2:6][N:5]([C:9]([O:11][C:12]([CH3:15])([CH3:14])[CH3:13])=[O:10])[CH2:4]1.C(N(CC)CC)C.[Cl:23][C:24]1[C:25]([F:33])=[C:26]([CH:30]=[CH:31][CH:32]=1)[C:27](Cl)=[O:28].O, predict the reaction product. The product is: [Cl:23][C:24]1[C:25]([F:33])=[C:26]([CH:30]=[CH:31][CH:32]=1)[C:27]([N:8]1[CH2:7][CH2:6][N:5]([C:9]([O:11][C:12]([CH3:15])([CH3:14])[CH3:13])=[O:10])[CH2:4][CH:3]1[CH2:2][OH:1])=[O:28].